This data is from Forward reaction prediction with 1.9M reactions from USPTO patents (1976-2016). The task is: Predict the product of the given reaction. (1) Given the reactants [F:1][C:2]1[CH:3]=[CH:4][C:5]([O:19][CH3:20])=[C:6]([C:8]([CH3:18])([CH3:17])[CH2:9][C:10]2([C:13]([F:16])([F:15])[F:14])[CH2:12][O:11]2)[CH:7]=1.[F:21][C:22]1[N:27]=[CH:26][C:25]([N:28]2[C:32]3=[N:33][C:34]([CH3:38])=[N:35][C:36]([NH2:37])=[C:31]3[CH:30]=[N:29]2)=[CH:24][CH:23]=1, predict the reaction product. The product is: [F:14][C:13]([F:16])([F:15])[C:10]([CH2:12][NH:37][C:36]1[N:35]=[C:34]([CH3:38])[N:33]=[C:32]2[N:28]([C:25]3[CH:26]=[N:27][C:22]([F:21])=[CH:23][CH:24]=3)[N:29]=[CH:30][C:31]=12)([OH:11])[CH2:9][C:8]([C:6]1[CH:7]=[C:2]([F:1])[CH:3]=[CH:4][C:5]=1[O:19][CH3:20])([CH3:18])[CH3:17]. (2) The product is: [CH:24]1([C@H:2]([NH:1][C:34](=[O:48])[C@@H:33]([NH:32][CH3:31])[CH3:35])[C:3]([N:5]2[CH2:9][CH2:8][CH2:7][C@H:6]2[C:10]([NH:12][C:13]2[S:17][N:16]=[N:15][C:14]=2[C:18]2[CH:23]=[CH:22][CH:21]=[CH:20][CH:19]=2)=[O:11])=[O:4])[CH2:29][CH2:28][CH2:27][CH2:26][CH2:25]1. Given the reactants [NH2:1][C@@H:2]([CH:24]1[CH2:29][CH2:28][CH2:27][CH2:26][CH2:25]1)[C:3]([N:5]1[CH2:9][CH2:8][CH2:7][C@H:6]1[C:10]([NH:12][C:13]1[S:17][N:16]=[N:15][C:14]=1[C:18]1[CH:23]=[CH:22][CH:21]=[CH:20][CH:19]=1)=[O:11])=[O:4].C[CH2:31][N:32](C(C)C)[CH:33]([CH3:35])[CH3:34].C1C=CC2N([OH:48])N=NC=2C=1.CCN=C=NCCCN(C)C.Cl.Cl.O1CCOCC1, predict the reaction product. (3) Given the reactants [Cl:1][C:2]1[CH:7]=[C:6](Cl)[N:5]2[N:9]=[CH:10][CH:11]=[C:4]2[N:3]=1.CCN(CC)CC.[CH:19]1([NH2:22])[CH2:21][CH2:20]1, predict the reaction product. The product is: [Cl:1][C:2]1[CH:7]=[C:6]([NH:22][CH:19]2[CH2:21][CH2:20]2)[N:5]2[N:9]=[CH:10][CH:11]=[C:4]2[N:3]=1. (4) Given the reactants Br[CH2:2][C:3]1[C:8]([CH3:9])=[C:7]([Cl:10])[N:6]=[N:5][C:4]=1[Cl:11].[CH2:12]([NH2:19])[C:13]1[CH:18]=[CH:17][CH:16]=[CH:15][CH:14]=1, predict the reaction product. The product is: [CH2:12]([NH:19][CH2:2][C:3]1[C:8]([CH3:9])=[C:7]([Cl:10])[N:6]=[N:5][C:4]=1[Cl:11])[C:13]1[CH:18]=[CH:17][CH:16]=[CH:15][CH:14]=1.